Dataset: Reaction yield outcomes from USPTO patents with 853,638 reactions. Task: Predict the reaction yield, written as a fraction of the theoretical maximum amount of product (1.0 means a 100% yield; for example, 0.34 means a 34% yield). The reactants are [NH2:1][C:2]1[CH:3]=[C:4]([OH:12])[C:5](=[CH:10][CH:11]=1)[C:6]([O:8][CH3:9])=[O:7].[Cl:13][C:14]1[C:15]([F:25])=[CH:16][C:17]([F:24])=[C:18]([S:20](Cl)(=[O:22])=[O:21])[CH:19]=1. No catalyst specified. The product is [Cl:13][C:14]1[C:15]([F:25])=[CH:16][C:17]([F:24])=[C:18]([S:20]([NH:1][C:2]2[CH:11]=[CH:10][C:5]([C:6]([O:8][CH3:9])=[O:7])=[C:4]([OH:12])[CH:3]=2)(=[O:22])=[O:21])[CH:19]=1. The yield is 0.660.